This data is from Full USPTO retrosynthesis dataset with 1.9M reactions from patents (1976-2016). The task is: Predict the reactants needed to synthesize the given product. (1) Given the product [F:20][C:21]1[CH:26]=[C:25]([C:2]2[C:10]3[N:9]4[CH2:11][CH2:12][CH2:13][NH:14][C:15](=[O:16])[C:8]4=[C:7]([CH3:17])[C:6]=3[CH:5]=[C:4]([C:18]#[N:19])[CH:3]=2)[CH:24]=[CH:23][CH:22]=1, predict the reactants needed to synthesize it. The reactants are: Br[C:2]1[C:10]2[N:9]3[CH2:11][CH2:12][CH2:13][NH:14][C:15](=[O:16])[C:8]3=[C:7]([CH3:17])[C:6]=2[CH:5]=[C:4]([C:18]#[N:19])[CH:3]=1.[F:20][C:21]1[CH:22]=[C:23](B(O)O)[CH:24]=[CH:25][CH:26]=1. (2) Given the product [CH3:18][O:12][C:11](=[O:13])[C:10]1[CH:14]=[C:6]([CH2:5][N:3]([CH:1]=[O:2])[CH3:4])[CH:7]=[CH:8][C:9]=1[N+:15]([O-:17])=[O:16], predict the reactants needed to synthesize it. The reactants are: [CH:1]([N:3]([CH2:5][C:6]1[CH:7]=[CH:8][C:9]([N+:15]([O-:17])=[O:16])=[C:10]([CH:14]=1)[C:11]([OH:13])=[O:12])[CH3:4])=[O:2].[C:18](=O)([O-])[O-].[K+].[K+].CI.O. (3) Given the product [CH:31]1([CH2:34][NH:29][C:26]2([CH2:25][O:24][C:18]3[CH:17]=[C:16]4[C:21]([C:12]([O:11][C:10]5[C:2]([F:1])=[C:3]6[C:7](=[CH:8][CH:9]=5)[NH:6][C:5]([CH3:30])=[CH:4]6)=[CH:13][CH:14]=[N:15]4)=[CH:20][C:19]=3[O:22][CH3:23])[CH2:27][CH2:28]2)[CH2:33][CH2:32]1, predict the reactants needed to synthesize it. The reactants are: [F:1][C:2]1[C:10]([O:11][C:12]2[C:21]3[C:16](=[CH:17][C:18]([O:24][CH2:25][C:26]4([NH2:29])[CH2:28][CH2:27]4)=[C:19]([O:22][CH3:23])[CH:20]=3)[N:15]=[CH:14][CH:13]=2)=[CH:9][CH:8]=[C:7]2[C:3]=1[CH:4]=[C:5]([CH3:30])[NH:6]2.[CH:31]1([CH:34]=O)[CH2:33][CH2:32]1.[BH4-].[Na+]. (4) Given the product [CH3:1][N:2]1[C:11](=[O:12])[CH2:10][CH2:9][C@H:3]1[C:4]([OH:6])=[O:5], predict the reactants needed to synthesize it. The reactants are: [CH3:1][N:2]1[C:11](=[O:12])[CH2:10][CH2:9][C@H:3]1[C:4]([O:6]CC)=[O:5].[OH-].[Na+]. (5) Given the product [CH3:37][C:2]1[C:11]2[CH:10]=[N:9][C:8]([S:12][CH3:13])=[N:7][C:6]=2[C:5]([C:14]2[C:22]3[C:17](=[CH:18][C:19]([C:23]([F:26])([F:25])[F:24])=[CH:20][CH:21]=3)[N:16]([S:27]([C:30]3[CH:35]=[CH:34][C:33]([CH3:36])=[CH:32][CH:31]=3)(=[O:29])=[O:28])[CH:15]=2)=[CH:4][N:3]=1, predict the reactants needed to synthesize it. The reactants are: Cl[C:2]1[C:11]2[CH:10]=[N:9][C:8]([S:12][CH3:13])=[N:7][C:6]=2[C:5]([C:14]2[C:22]3[C:17](=[CH:18][C:19]([C:23]([F:26])([F:25])[F:24])=[CH:20][CH:21]=3)[N:16]([S:27]([C:30]3[CH:35]=[CH:34][C:33]([CH3:36])=[CH:32][CH:31]=3)(=[O:29])=[O:28])[CH:15]=2)=[CH:4][N:3]=1.[CH3:37]B1OB(C)OB(C)O1.C1COCC1.C1(P(C2CCCCC2)C2C=CC=CC=2C2C(OC)=CC=CC=2OC)CCCCC1.[F-].[Cs+]. (6) Given the product [OH:21][CH2:20][CH2:19][CH2:18][C:15]1[CH:16]=[CH:17][C:12]([C:9]2[CH:10]=[CH:11][C:6]([CH2:5][CH2:4][CH2:3][OH:2])=[CH:7][C:8]=2[C:28]([F:29])([F:30])[F:31])=[C:13]([C:24]([F:25])([F:26])[F:27])[CH:14]=1, predict the reactants needed to synthesize it. The reactants are: C[O:2][C:3](=O)[CH:4]=[CH:5][C:6]1[CH:11]=[CH:10][C:9]([C:12]2[CH:17]=[CH:16][C:15]([CH:18]=[CH:19][C:20](OC)=[O:21])=[CH:14][C:13]=2[C:24]([F:27])([F:26])[F:25])=[C:8]([C:28]([F:31])([F:30])[F:29])[CH:7]=1.[BH4-].[Na+]. (7) Given the product [Cl:1][C:2]1[N:7]=[CH:6][C:5]([CH2:8][N:9]2[C:13]([CH3:14])=[C:12]([C:15]3[CH:20]=[CH:19][C:18]([C:21]#[N:22])=[CH:17][CH:16]=3)[C:11]([C:23]#[N:24])=[C:10]2[CH3:25])=[CH:4][C:3]=1[CH:26]=[O:27], predict the reactants needed to synthesize it. The reactants are: [Cl:1][C:2]1[N:7]=[CH:6][C:5]([CH2:8][N:9]2[C:13]([CH3:14])=[C:12]([C:15]3[CH:20]=[CH:19][C:18]([C:21]#[N:22])=[CH:17][CH:16]=3)[C:11]([C:23]#[N:24])=[C:10]2[CH3:25])=[CH:4][C:3]=1[CH2:26][OH:27]. (8) Given the product [C:1]([O:5][C:6](=[O:36])[NH:7][C:8]1([C:12]2[CH:13]=[CH:14][C:15]([C:48]3[C:49](=[O:50])[C:44]4[C:45]([O:46][C:47]=3[C:52]3[CH:57]=[CH:56][CH:55]=[CH:54][CH:53]=3)=[C:40]([O:39][CH:38]([F:58])[F:37])[N:41]=[CH:42][CH:43]=4)=[CH:16][CH:17]=2)[CH2:9][CH2:10][CH2:11]1)([CH3:4])([CH3:2])[CH3:3], predict the reactants needed to synthesize it. The reactants are: [C:1]([O:5][C:6](=[O:36])[NH:7][C:8]1([C:12]2[CH:17]=[CH:16][C:15](C3C(=O)C4C(=CC=C(F)C=4)OC=3C3C=CC=CC=3)=[CH:14][CH:13]=2)[CH2:11][CH2:10][CH2:9]1)([CH3:4])([CH3:3])[CH3:2].[F:37][CH:38]([F:58])[O:39][C:40]1[N:41]=[CH:42][CH:43]=[C:44]2[C:49](=[O:50])[C:48](I)=[C:47]([C:52]3[CH:57]=[CH:56][CH:55]=[CH:54][CH:53]=3)[O:46][C:45]=12. (9) The reactants are: [CH2:1]([O:3][C:4]([C:6]1[NH:7][C:8]([CH3:21])=[C:9]([C:12]2[CH:17]=[CH:16][C:15]([C:18]([OH:20])=O)=[CH:14][CH:13]=2)[C:10]=1[CH3:11])=[O:5])[CH3:2].C(Cl)(=O)C(Cl)=O.[Br:28][C:29]1[CH:34]=[CH:33][C:32]([NH2:35])=[CH:31][CH:30]=1.C(=O)(O)[O-].[Na+]. Given the product [CH2:1]([O:3][C:4]([C:6]1[NH:7][C:8]([CH3:21])=[C:9]([C:12]2[CH:13]=[CH:14][C:15]([C:18](=[O:20])[NH:35][C:32]3[CH:33]=[CH:34][C:29]([Br:28])=[CH:30][CH:31]=3)=[CH:16][CH:17]=2)[C:10]=1[CH3:11])=[O:5])[CH3:2], predict the reactants needed to synthesize it. (10) Given the product [C:7]([C:11]1[CH:27]=[CH:26][CH:25]=[CH:24][C:12]=1[O:13][CH2:14][CH2:15][NH:16][CH3:17])([CH3:10])([CH3:8])[CH3:9], predict the reactants needed to synthesize it. The reactants are: [H-].[Al+3].[Li+].[H-].[H-].[H-].[C:7]([C:11]1[CH:27]=[CH:26][CH:25]=[CH:24][C:12]=1[O:13][CH2:14][CH2:15][NH:16][C:17](=O)OC(C)(C)C)([CH3:10])([CH3:9])[CH3:8].